Dataset: Full USPTO retrosynthesis dataset with 1.9M reactions from patents (1976-2016). Task: Predict the reactants needed to synthesize the given product. The reactants are: [CH3:1][C:2]1[CH:7]=[CH:6][N:5]=[C:4]([N:8]2[CH2:13][CH2:12][O:11][CH2:10][CH2:9]2)[N:3]=1.ClCCl.[Br:17]N1C(=O)CCC1=O. Given the product [Br:17][C:7]1[C:2]([CH3:1])=[N:3][C:4]([N:8]2[CH2:9][CH2:10][O:11][CH2:12][CH2:13]2)=[N:5][CH:6]=1, predict the reactants needed to synthesize it.